This data is from Forward reaction prediction with 1.9M reactions from USPTO patents (1976-2016). The task is: Predict the product of the given reaction. (1) Given the reactants [O:1]=[C:2]1[CH2:7][CH2:6][CH2:5][CH2:4][CH:3]1[C:8]([O:10][CH2:11][CH3:12])=[O:9].[CH3:13]C[O-].[Na+].CI, predict the reaction product. The product is: [CH3:13][C:3]1([C:8]([O:10][CH2:11][CH3:12])=[O:9])[CH2:4][CH2:5][CH2:6][CH2:7][C:2]1=[O:1]. (2) Given the reactants [F:1][C:2]([F:6])([F:5])[CH2:3][OH:4].C(N(CC)CC)C.[Br:14][CH2:15][CH2:16][C:17](Cl)=[O:18], predict the reaction product. The product is: [F:1][C:2]([F:6])([F:5])[CH2:3][O:4][C:17](=[O:18])[CH2:16][CH2:15][Br:14]. (3) Given the reactants ClCCCl.[O:5]=[C:6]1[CH2:11][NH:10][CH2:9][CH2:8][N:7]1[C:12]1[CH:17]=[CH:16][CH:15]=[CH:14][C:13]=1/[CH:18]=[CH:19]/[C:20]([O:22]C)=O.[N:24]([C:27]1[CH:32]=[CH:31][C:30]([O:33][C:34]([F:37])([F:36])[F:35])=[CH:29][CH:28]=1)=[C:25]=[O:26].C([N:40](CC)CC)C.[Cl-].[Na+].[OH2:47], predict the reaction product. The product is: [OH:47][NH:40][C:20](=[O:22])/[CH:19]=[CH:18]/[C:13]1[CH:14]=[CH:15][CH:16]=[CH:17][C:12]=1[N:7]1[CH2:8][CH2:9][N:10]([C:25]([NH:24][C:27]2[CH:32]=[CH:31][C:30]([O:33][C:34]([F:35])([F:36])[F:37])=[CH:29][CH:28]=2)=[O:26])[CH2:11][C:6]1=[O:5]. (4) Given the reactants [CH3:1][O:2][C:3]1C=C[C:6]2[C:7](C)=[N:8][O:9][C:5]=2[C:4]=1[CH:13]=[O:14].[CH3:15][O-].[Na+], predict the reaction product. The product is: [CH3:1][O:2][C:3]1[C:4]([CH:13]=[O:14])=[C:5]([O:9][CH3:15])[CH:6]=[CH:7][N:8]=1. (5) The product is: [Cl:6][C:7]1[C:8]([C:16]([OH:18])=[O:17])=[C:9]([F:15])[C:10]([O:13][CH3:14])=[CH:11][CH:12]=1. Given the reactants C([Li])CCC.[Cl:6][C:7]1[CH:12]=[CH:11][C:10]([O:13][CH3:14])=[C:9]([F:15])[CH:8]=1.[C:16](=[O:18])=[O:17], predict the reaction product. (6) The product is: [CH3:22][O:16][C:15]([C:13]1[C:8]2[C:23](=[CH:12][C:11]([Br:14])=[CH:10][CH:9]=2)[N:24]([CH3:25])[CH:26]=1)=[O:18]. Given the reactants COC(C1[C:13]2[C:8](=[CH:9][CH:10]=[C:11]([Br:14])[CH:12]=2)NC=1)=O.[C:15](=[O:18])([O-])[O-:16].[K+].[K+].I[CH3:22].[CH3:23][N:24]([CH:26]=O)[CH3:25], predict the reaction product. (7) Given the reactants [CH3:1][O:2][C:3]1[C:11]2[CH2:10][CH2:9][CH2:8][C:7]=2[C:6]([CH:12]=O)=[CH:5][C:4]=1[CH3:14].[C:15]([CH2:18][C:19](=[O:21])[CH3:20])(=[O:17])[CH3:16].[H][H], predict the reaction product. The product is: [CH3:1][O:2][C:3]1[C:4]([CH3:14])=[CH:5][C:6]([CH2:12][CH:18]([C:19](=[O:21])[CH3:20])[C:15](=[O:17])[CH3:16])=[C:7]2[C:11]=1[CH2:10][CH2:9][CH2:8]2.